The task is: Predict the product of the given reaction.. This data is from Forward reaction prediction with 1.9M reactions from USPTO patents (1976-2016). (1) Given the reactants C[O:2][C:3]([C:5]1[CH:10]=[N:9][C:8]([O:11][C:12]2[CH:17]=[CH:16][CH:15]=[C:14]([C:18]3[C:27]4[C:22](=[C:23]([C:28]([F:31])([F:30])[F:29])[CH:24]=[CH:25][CH:26]=4)[N:21]=[CH:20][C:19]=3[CH2:32][C:33]3[CH:38]=[CH:37][CH:36]=[CH:35][CH:34]=3)[CH:13]=2)=[CH:7][N:6]=1)=[O:4].[OH-].[Li+].C(C#N)(C)=O.O, predict the reaction product. The product is: [CH2:32]([C:19]1[CH:20]=[N:21][C:22]2[C:27]([C:18]=1[C:14]1[CH:13]=[C:12]([CH:17]=[CH:16][CH:15]=1)[O:11][C:8]1[N:9]=[CH:10][C:5]([C:3]([OH:4])=[O:2])=[N:6][CH:7]=1)=[CH:26][CH:25]=[CH:24][C:23]=2[C:28]([F:31])([F:29])[F:30])[C:33]1[CH:38]=[CH:37][CH:36]=[CH:35][CH:34]=1. (2) The product is: [CH2:15]([N:6]1[CH:7]=[C:2]([I:1])[CH:3]=[CH:4][C:5]1=[O:8])[C:16]1[CH:21]=[CH:20][CH:19]=[CH:18][CH:17]=1. Given the reactants [I:1][C:2]1[CH:3]=[CH:4][C:5]([OH:8])=[N:6][CH:7]=1.C(=O)([O-])[O-].[K+].[K+].[CH2:15](Br)[C:16]1[CH:21]=[CH:20][CH:19]=[CH:18][CH:17]=1, predict the reaction product. (3) Given the reactants Br[C:2]1[C:7]2[S:8][C:9]([C:11]3[C:16]([Cl:17])=[CH:15][CH:14]=[CH:13][C:12]=3[Cl:18])=[N:10][C:6]=2[CH:5]=[CH:4][N:3]=1.[NH2:19][C:20]1[N:25]=[C:24]([CH3:26])[N:23]=[C:22]([N:27]2[CH2:32][CH2:31][N:30]([CH2:33][CH2:34][OH:35])[CH2:29][CH2:28]2)[CH:21]=1.CC1(C)C2C(=C(P(C3C=CC=CC=3)C3C=CC=CC=3)C=CC=2)OC2C(P(C3C=CC=CC=3)C3C=CC=CC=3)=CC=CC1=2.C([O-])([O-])=O.[Cs+].[Cs+], predict the reaction product. The product is: [Cl:18][C:12]1[CH:13]=[CH:14][CH:15]=[C:16]([Cl:17])[C:11]=1[C:9]1[S:8][C:7]2[C:2]([NH:19][C:20]3[N:25]=[C:24]([CH3:26])[N:23]=[C:22]([N:27]4[CH2:32][CH2:31][N:30]([CH2:33][CH2:34][OH:35])[CH2:29][CH2:28]4)[CH:21]=3)=[N:3][CH:4]=[CH:5][C:6]=2[N:10]=1. (4) Given the reactants Cl[C:2]1[C:11]2[C:6](=[CH:7][C:8]([O:14][CH3:15])=[C:9]([O:12][CH3:13])[CH:10]=2)[N:5]=[CH:4][CH:3]=1.[F:16][C:17]1[CH:22]=[C:21]([C:23]2[N:24]=[N:25][C:26]([O:29][C:30]3[CH:35]=[CH:34][CH:33]=[CH:32][CH:31]=3)=[CH:27][CH:28]=2)[CH:20]=[CH:19][C:18]=1[OH:36], predict the reaction product. The product is: [F:16][C:17]1[CH:22]=[C:21]([C:23]2[N:24]=[N:25][C:26]([O:29][C:30]3[CH:35]=[CH:34][CH:33]=[CH:32][CH:31]=3)=[CH:27][CH:28]=2)[CH:20]=[CH:19][C:18]=1[O:36][C:2]1[C:11]2[C:6](=[CH:7][C:8]([O:14][CH3:15])=[C:9]([O:12][CH3:13])[CH:10]=2)[N:5]=[CH:4][CH:3]=1. (5) Given the reactants Cl[C:2]1[N:11]=[CH:10][C:9]2[N:8]([CH3:12])[C:7](=[O:13])[C@@H:6]([CH2:14][CH3:15])[N:5]([CH:16]3[CH2:18][CH2:17]3)[C:4]=2[N:3]=1.[NH:19]1[CH:23]=[CH:22][N:21]=[C:20]1[C:24]1[CH:29]=[CH:28][N:27]=[CH:26][CH:25]=1, predict the reaction product. The product is: [CH:16]1([N:5]2[C:4]3[N:3]=[C:2]([N:19]4[CH:23]=[CH:22][N:21]=[C:20]4[C:24]4[CH:29]=[CH:28][N:27]=[CH:26][CH:25]=4)[N:11]=[CH:10][C:9]=3[N:8]([CH3:12])[C:7](=[O:13])[C@H:6]2[CH2:14][CH3:15])[CH2:18][CH2:17]1. (6) Given the reactants [CH2:1]([OH:8])[C@@H:2]([OH:7])[C@@H:3]([OH:6])[CH2:4][OH:5], predict the reaction product. The product is: [CH2:4]([OH:5])[C@@H:3]([C@@H:2]([CH2:1][OH:8])[OH:7])[OH:6].[OH:7][CH2:2][CH:3]([CH2:4][OH:5])[OH:6]. (7) Given the reactants [CH2:1]([NH:4][CH2:5][CH:6]=[CH2:7])[CH:2]=[CH2:3].[F:8][C:9]([F:20])([C:16]([F:19])([F:18])[F:17])[C:10]([F:15])([F:14])[C:11](Cl)=[O:12], predict the reaction product. The product is: [F:14][C:10]([F:15])([C:9]([F:20])([F:8])[C:16]([F:19])([F:18])[F:17])[C:11]([N:4]([CH2:5][CH:6]=[CH2:7])[CH2:1][CH:2]=[CH2:3])=[O:12]. (8) The product is: [F:1][C:2]1[C:16]([O:21][CH3:18])=[C:30]([CH:5]=[CH:4][CH:3]=1)[CH:29]=[O:28]. Given the reactants [F:1][C:2]1[CH:16]=CC=[C:4]([CH2:5]C2C=CC=CC=2C=O)[C:3]=1O.[C:18](=[O:21])([O-])[O-].[K+].[K+].CI.C([O:28][CH2:29][CH3:30])C, predict the reaction product. (9) Given the reactants [C:1]1([CH2:7][C@H:8]([N:12]([CH2:27][C:28]2[CH:33]=[CH:32][C:31]([C:34]3[CH:39]=[CH:38][CH:37]=[CH:36][N:35]=3)=[CH:30][CH:29]=2)[C:13](=[O:26])[CH:14]=[CH:15][C:16]2[CH:21]=[CH:20][C:19]([C:22]([F:25])([F:24])[F:23])=[CH:18][CH:17]=2)[C:9](O)=[O:10])[CH:6]=[CH:5][CH:4]=[CH:3][CH:2]=1.CN(C(ON1N=NC2C=CC=CC1=2)=[N+](C)C)C.[B-](F)(F)(F)F.CCN(C(C)C)C(C)C.Cl.[F:72][C:73]([F:85])([F:84])[C:74]1[CH:75]=[C:76]2[C:81](=[CH:82][CH:83]=1)[CH2:80][NH:79][CH2:78][CH2:77]2, predict the reaction product. The product is: [CH2:7]([C@H:8]([N:12]([CH2:27][C:28]1[CH:29]=[CH:30][C:31]([C:34]2[CH:39]=[CH:38][CH:37]=[CH:36][N:35]=2)=[CH:32][CH:33]=1)[C:13](=[O:26])[CH:14]=[CH:15][C:16]1[CH:21]=[CH:20][C:19]([C:22]([F:23])([F:25])[F:24])=[CH:18][CH:17]=1)[C:9](=[O:10])[N:79]1[CH2:78][CH2:77][C:76]2[C:81](=[CH:82][CH:83]=[C:74]([C:73]([F:72])([F:84])[F:85])[CH:75]=2)[CH2:80]1)[C:1]1[CH:6]=[CH:5][CH:4]=[CH:3][CH:2]=1. (10) Given the reactants Cl[C:2]1[N:7]=[C:6]([C:8]2[CH:13]=[CH:12][CH:11]=[C:10]([C:14]#[C:15][C@:16]3([OH:23])[CH2:20][CH2:19][N:18]([CH3:21])[C:17]3=[O:22])[CH:9]=2)[N:5]=[C:4]([C:24]([O:26][CH2:27][CH3:28])=[O:25])[CH:3]=1.[F:29][C:30]1[CH:35]=[CH:34][C:33]([F:36])=[CH:32][C:31]=1B(O)O, predict the reaction product. The product is: [CH2:27]([O:26][C:24]([C:4]1[CH:3]=[C:2]([C:34]2[CH:35]=[C:30]([F:29])[CH:31]=[CH:32][C:33]=2[F:36])[N:7]=[C:6]([C:8]2[CH:13]=[CH:12][CH:11]=[C:10]([C:14]#[C:15][C@:16]3([OH:23])[CH2:20][CH2:19][N:18]([CH3:21])[C:17]3=[O:22])[CH:9]=2)[N:5]=1)=[O:25])[CH3:28].